The task is: Predict which catalyst facilitates the given reaction.. This data is from Catalyst prediction with 721,799 reactions and 888 catalyst types from USPTO. (1) Reactant: [P:1]([O-:5])([O-:4])([O-:3])=[O:2].[OH:6][P:7]([O-:10])([OH:9])=[O:8].[Na+:11].OP([O-])([O-])=O.[Na+].[Na+]. Product: [OH:3][P:1]([O-:5])([O-:4])=[O:2].[Na+:11].[Na+:11].[P:7]([O-:10])([O-:9])([O-:8])=[O:6].[Na+:11].[Na+:11].[Na+:11]. The catalyst class is: 6. (2) Reactant: [CH3:1][C:2]1[O:6][N:5]=[C:4]([C:7]2[CH:12]=[CH:11][C:10]([OH:13])=[CH:9][CH:8]=2)[N:3]=1.[C:14]([O:18][C:19]([N:21]1[CH2:26][CH2:25][CH:24]([N:27]2[C:31]3=[N:32][CH:33]=[N:34][C:35](Cl)=[C:30]3[CH:29]=[N:28]2)[CH2:23][CH2:22]1)=[O:20])([CH3:17])([CH3:16])[CH3:15].C(=O)([O-])[O-].[K+].[K+].C(=O)([O-])[O-].[Na+].[Na+]. Product: [C:14]([O:18][C:19]([N:21]1[CH2:22][CH2:23][CH:24]([N:27]2[C:31]3=[N:32][CH:33]=[N:34][C:35]([O:13][C:10]4[CH:11]=[CH:12][C:7]([C:4]5[N:3]=[C:2]([CH3:1])[O:6][N:5]=5)=[CH:8][CH:9]=4)=[C:30]3[CH:29]=[N:28]2)[CH2:25][CH2:26]1)=[O:20])([CH3:17])([CH3:15])[CH3:16]. The catalyst class is: 9. (3) Reactant: Cl[C:2]1[CH:3]=[C:4]2[C:9](=[CH:10][CH:11]=1)[C:8]([N:12]1[CH2:17][CH2:16][N:15]3[C:18](=[O:21])[O:19][CH2:20][C@@H:14]3[CH2:13]1)=[N:7][N:6]=[CH:5]2.[CH:22]1([NH:25][C:26](=[O:43])[C:27]2[CH:32]=[CH:31][C:30]([CH3:33])=[C:29](B3OC(C)(C)C(C)(C)O3)[CH:28]=2)[CH2:24][CH2:23]1.C(=O)([O-])[O-].[K+].[K+].C1(P(C2CCCCC2)C2C=CC=CC=2C2C=CC=CC=2C)CCCCC1. Product: [O:21]=[C:18]1[N:15]2[CH2:16][CH2:17][N:12]([C:8]3[C:9]4[C:4](=[CH:3][C:2]([C:29]5[CH:28]=[C:27]([CH:32]=[CH:31][C:30]=5[CH3:33])[C:26]([NH:25][CH:22]5[CH2:23][CH2:24]5)=[O:43])=[CH:11][CH:10]=4)[CH:5]=[N:6][N:7]=3)[CH2:13][C@H:14]2[CH2:20][O:19]1. The catalyst class is: 102. (4) Reactant: [CH2:1]([O:8][C:9](=[O:27])[CH2:10][CH2:11][CH2:12][CH2:13][CH2:14][CH2:15][CH2:16][CH2:17][CH2:18][CH2:19][CH2:20][CH2:21][CH2:22][CH2:23][C:24]([OH:26])=O)[C:2]1[CH:7]=[CH:6][CH:5]=[CH:4][CH:3]=1.[OH:28][N:29]1[C:33](=[O:34])[CH2:32][CH2:31][C:30]1=[O:35].C1([N:42]=C=NC2CCCCC2)CCCCC1.C(N(CC)CC)C.[CH:58]1[CH:63]=[CH:62][C:61]([CH2:64][O:65][C:66]([C@@H:68](N)[CH2:69][CH2:70][C:71]([OH:73])=O)=[O:67])=[CH:60][CH:59]=1.CS(O)(=O)=O. Product: [O:35]=[C:30]1[CH2:31][CH2:32][C:33](=[O:34])[N:29]1[O:28][C:71](=[O:73])[C@@H:70]([NH:42][C:24](=[O:26])[CH2:23][CH2:22][CH2:21][CH2:20][CH2:19][CH2:18][CH2:17][CH2:16][CH2:15][CH2:14][CH2:13][CH2:12][CH2:11][CH2:10][C:9]([O:8][CH2:1][C:2]1[CH:3]=[CH:4][CH:5]=[CH:6][CH:7]=1)=[O:27])[CH2:69][CH2:68][C:66]([O:65][CH2:64][C:61]1[CH:62]=[CH:63][CH:58]=[CH:59][CH:60]=1)=[O:67]. The catalyst class is: 21. (5) Reactant: [CH3:1][O:2][C:3]1N=[C:5]2[C:10](=[CH:11][CH:12]=1)[N:9]=[CH:8][CH:7]=[C:6]2[N:13]1[CH:21]=[C:20]2[C:15](C[CH2:17][CH:18]([NH2:22])[CH2:19]2)=[N:14]1.Br[CH2:24][CH2:25][O:26][C:27]1[CH:32]=[C:31]([F:33])[CH:30]=[C:29]([F:34])[CH:28]=1.[C:35]([O-])([O-])=O.[Cs+].[Cs+].[Na+].[I-]. Product: [F:34][C:29]1[CH:28]=[C:27]([CH:32]=[C:31]([F:33])[CH:30]=1)[O:26][CH2:25][CH2:24][NH:22][CH:18]([CH3:17])[CH2:19][C:20]1[CH:15]=[N:14][N:13]([C:6]2[C:5]3[C:10](=[CH:11][CH:12]=[C:3]([O:2][CH3:1])[CH:35]=3)[N:9]=[CH:8][CH:7]=2)[CH:21]=1. The catalyst class is: 3.